The task is: Predict the reactants needed to synthesize the given product.. This data is from Full USPTO retrosynthesis dataset with 1.9M reactions from patents (1976-2016). Given the product [OH:28][C:7]1([CH:6]=[CH:5][C:4]([CH3:29])=[CH:3][CH:2]=[O:1])[C:16]2[C:11](=[CH:12][CH:13]=[CH:14][CH:15]=2)[C:10](=[N:17][N:18]2[CH2:22][CH2:21][CH2:20][CH:19]2[CH2:23][O:24][CH3:25])[CH2:9][C:8]1([CH3:26])[CH3:27], predict the reactants needed to synthesize it. The reactants are: [OH:1][CH2:2][CH:3]=[C:4]([CH3:29])[CH:5]=[CH:6][C:7]1([OH:28])[C:16]2[C:11](=[CH:12][CH:13]=[CH:14][CH:15]=2)[C:10](=[N:17][N:18]2[CH2:22][CH2:21][CH2:20][CH:19]2[CH2:23][O:24][CH3:25])[CH2:9][C:8]1([CH3:27])[CH3:26].